From a dataset of Full USPTO retrosynthesis dataset with 1.9M reactions from patents (1976-2016). Predict the reactants needed to synthesize the given product. (1) Given the product [N:26]1[CH:25]=[CH:33][N:24]=[CH:28][C:27]=1[N:13]1[C:12]2[CH:14]=[CH:15][CH:16]=[CH:17][C:11]=2[N:10]=[C:9]1/[CH:1]=[CH:2]/[C:3]1[CH:4]=[CH:5][CH:6]=[CH:7][CH:8]=1, predict the reactants needed to synthesize it. The reactants are: [CH:1]([C:9]1[NH:13][C:12]2[CH:14]=[CH:15][CH:16]=[CH:17][C:11]=2[N:10]=1)=[CH:2][C:3]1[CH:8]=[CH:7][CH:6]=[CH:5][CH:4]=1.N1C=CC=CC=1[N:24]1[C:28]2C=CC=C[C:27]=2[N:26]=[C:25]1/[CH:33]=C/C1C=CC=CC=1.Cl. (2) Given the product [ClH:1].[C:8]1([C@H:6]([NH:5][CH2:4][CH:3]=[CH:2][C:31]2[CH:30]=[CH:29][CH:28]=[C:27]([C:26]([F:36])([F:35])[F:25])[CH:32]=2)[CH3:7])[C:17]2[C:12](=[CH:13][CH:14]=[CH:15][CH:16]=2)[CH:11]=[CH:10][CH:9]=1, predict the reactants needed to synthesize it. The reactants are: [Cl:1][CH:2]=[CH:3][CH2:4][NH:5][C@@H:6]([C:8]1[C:17]2[C:12](=[CH:13][CH:14]=[CH:15][CH:16]=2)[CH:11]=[CH:10][CH:9]=1)[CH3:7].CN1CCCC1=O.[F:25][C:26]([F:36])([F:35])[C:27]1[CH:28]=[C:29]([Mg]Br)[CH:30]=[CH:31][CH:32]=1.Cl. (3) Given the product [NH2:20][C:18](=[O:19])[C@H:17]([NH:16][C:6]1[C:5]([F:34])=[CH:4][C:3]([C:1]([NH2:2])=[O:41])=[C:8]([NH:9][C:10]2[S:14][N:13]=[C:12]([CH3:15])[CH:11]=2)[CH:7]=1)[CH2:21][C:22]1[CH:27]=[CH:26][C:25]([C:28]2[CH:29]=[CH:30][N:31]=[CH:32][CH:33]=2)=[CH:24][CH:23]=1, predict the reactants needed to synthesize it. The reactants are: [C:1]([C:3]1[C:8]([NH:9][C:10]2[S:14][N:13]=[C:12]([CH3:15])[CH:11]=2)=[CH:7][C:6]([NH:16][C@H:17]([CH2:21][C:22]2[CH:27]=[CH:26][C:25]([C:28]3[CH:33]=[CH:32][N:31]=[CH:30][CH:29]=3)=[CH:24][CH:23]=2)[C:18]([NH2:20])=[O:19])=[C:5]([F:34])[CH:4]=1)#[N:2].[OH-].[Na+].OO.CC(O)=[O:41]. (4) The reactants are: Cl.[O:2]=[C:3]1[C:8]([C:9]([O:11][CH3:12])=[O:10])=[CH:7][CH:6]=[CH:5][NH:4]1.[H-].[Na+].Cl[CH2:16][C:17]1[CH:26]=[CH:25][C:24]2[C:19](=[CH:20][CH:21]=[CH:22][CH:23]=2)[N:18]=1. Given the product [N:18]1[C:19]2[C:24](=[CH:23][CH:22]=[CH:21][CH:20]=2)[CH:25]=[CH:26][C:17]=1[CH2:16][N:4]1[CH:5]=[CH:6][CH:7]=[C:8]([C:9]([O:11][CH3:12])=[O:10])[C:3]1=[O:2], predict the reactants needed to synthesize it. (5) Given the product [N+:1]([C:4]1[CH:9]=[CH:8][C:7]([C:10](=[C:23]([C:22]#[N:26])[C:24]#[N:25])[CH3:11])=[CH:6][CH:5]=1)([O-:3])=[O:2], predict the reactants needed to synthesize it. The reactants are: [N+:1]([C:4]1[CH:9]=[CH:8][C:7]([C:10](=O)[CH3:11])=[CH:6][CH:5]=1)([O-:3])=[O:2].C([O-])(=O)C.[NH4+].C(O)(=O)C.[C:22](#[N:26])[CH2:23][C:24]#[N:25]. (6) Given the product [C:1]([O:5][C:6](=[O:22])[NH:7][C:8]1[CH:13]=[C:12]([N:14]([CH3:16])[CH3:15])[C:11]([C:17]([F:20])([F:19])[F:18])=[CH:10][C:9]=1[NH:21][C:28](=[O:27])[CH2:29][C:30]([C:32]1[CH:37]=[CH:36][N:35]=[C:34]([C:38]#[N:39])[CH:33]=1)=[O:31])([CH3:4])([CH3:2])[CH3:3], predict the reactants needed to synthesize it. The reactants are: [C:1]([O:5][C:6](=[O:22])[NH:7][C:8]1[CH:13]=[C:12]([N:14]([CH3:16])[CH3:15])[C:11]([C:17]([F:20])([F:19])[F:18])=[CH:10][C:9]=1[NH2:21])([CH3:4])([CH3:3])[CH3:2].C([O:27][C:28](=O)[CH2:29][C:30]([C:32]1[CH:37]=[CH:36][N:35]=[C:34]([C:38]#[N:39])[CH:33]=1)=[O:31])(C)(C)C.